Dataset: Forward reaction prediction with 1.9M reactions from USPTO patents (1976-2016). Task: Predict the product of the given reaction. (1) Given the reactants [F:1][C:2]1[C:7]([OH:8])=[CH:6][CH:5]=[CH:4][C:3]=1[C:9]1[C:21]2[C:20]3[C:15](=[CH:16][C:17]([C:22]([N:24]4[CH2:29][CH2:28][N:27]([CH3:30])[CH2:26][CH2:25]4)=[O:23])=[CH:18][CH:19]=3)[NH:14][C:13]=2[C:12]([C:31]([NH2:33])=[O:32])=[CH:11][CH:10]=1.C1(P(C2C=CC=CC=2)C2C=CC=CC=2)C=CC=CC=1.N(C(OCC)=O)=NC(OCC)=O.[CH3:65][N:66]([CH3:70])[CH2:67][CH2:68]O, predict the reaction product. The product is: [CH3:65][N:66]([CH3:70])[CH2:67][CH2:68][O:8][C:7]1[C:2]([F:1])=[C:3]([C:9]2[C:21]3[C:20]4[C:15](=[CH:16][C:17]([C:22]([N:24]5[CH2:25][CH2:26][N:27]([CH3:30])[CH2:28][CH2:29]5)=[O:23])=[CH:18][CH:19]=4)[NH:14][C:13]=3[C:12]([C:31]([NH2:33])=[O:32])=[CH:11][CH:10]=2)[CH:4]=[CH:5][CH:6]=1. (2) Given the reactants [CH2:1]([N:3]([N:11]1[CH:15]=[C:14]([C:16]2[CH:17]=[N:18][CH:19]=[CH:20][CH:21]=2)[N:13]=[CH:12]1)[C:4](=[O:10])[O:5][C:6]([CH3:9])([CH3:8])[CH3:7])[CH3:2].[Li+].CCC[CH2-].[Cl:27]C(Cl)(Cl)C(Cl)(Cl)Cl, predict the reaction product. The product is: [C:6]([O:5][C:4](=[O:10])[N:3]([N:11]1[CH:15]=[C:14]([C:16]2[CH:17]=[N:18][CH:19]=[CH:20][CH:21]=2)[N:13]=[C:12]1[Cl:27])[CH2:1][CH3:2])([CH3:9])([CH3:7])[CH3:8]. (3) Given the reactants [Cl:1][C:2]1[CH:3]=[C:4]([NH:19][C:20]2[C:30]3[CH:29]=[C:28]([CH2:31]O)[CH2:27][CH2:26][NH:25][C:24]=3[N:23]=[CH:22][N:21]=2)[CH:5]=[CH:6][C:7]=1[O:8][C:9]1[CH:14]=[CH:13][CH:12]=[C:11]([C:15]([F:18])([F:17])[F:16])[CH:10]=1.CS([CH2:37][CH2:38][NH:39]S(C1C=CC=CC=1[N+]([O-])=O)(=O)=O)(=O)=O.C(P(=CC#N)(CCCC)CCCC)CCC, predict the reaction product. The product is: [Cl:1][C:2]1[CH:3]=[C:4]([NH:19][C:20]2[C:30]3[CH:29]=[C:28]([CH2:31][CH2:37][C:38]#[N:39])[CH2:27][CH2:26][NH:25][C:24]=3[N:23]=[CH:22][N:21]=2)[CH:5]=[CH:6][C:7]=1[O:8][C:9]1[CH:14]=[CH:13][CH:12]=[C:11]([C:15]([F:18])([F:17])[F:16])[CH:10]=1. (4) Given the reactants Cl[C:2]1[C:7]([CH3:8])=[CH:6][N:5]=[C:4]([C:9]([O:11][CH2:12][CH3:13])=[O:10])[CH:3]=1.CC1(C)C(C)(C)[O:18][B:17](B2OC(C)(C)C(C)(C)O2)[O:16]1.C1(P(C2CCCCC2)C2CCCCC2)CCCCC1.C([O-])(=O)C.[K+], predict the reaction product. The product is: [CH2:12]([O:11][C:9]([C:4]1[CH:3]=[C:2]([B:17]([OH:18])[OH:16])[C:7]([CH3:8])=[CH:6][N:5]=1)=[O:10])[CH3:13].